Dataset: Forward reaction prediction with 1.9M reactions from USPTO patents (1976-2016). Task: Predict the product of the given reaction. (1) Given the reactants Cl[C:2]([O:4][C:5]1[CH:10]=[CH:9][CH:8]=[CH:7][CH:6]=1)=[O:3].[F:11][C:12]1[CH:13]=[C:14]([S:19]([C:22]([C:25]2[CH:30]=[C:29]([N:31]3[CH2:36][CH2:35][O:34][CH2:33][C@@H:32]3[CH3:37])[N:28]=[C:27]([C:38]3[CH:44]=[CH:43][C:41]([NH2:42])=[CH:40][CH:39]=3)[N:26]=2)([CH3:24])[CH3:23])(=[O:21])=[O:20])[CH:15]=[C:16]([F:18])[CH:17]=1.C(=O)([O-])O.[Na+], predict the reaction product. The product is: [F:18][C:16]1[CH:15]=[C:14]([S:19]([C:22]([C:25]2[CH:30]=[C:29]([N:31]3[CH2:36][CH2:35][O:34][CH2:33][C@@H:32]3[CH3:37])[N:28]=[C:27]([C:38]3[CH:39]=[CH:40][C:41]([NH:42][C:2](=[O:3])[O:4][C:5]4[CH:10]=[CH:9][CH:8]=[CH:7][CH:6]=4)=[CH:43][CH:44]=3)[N:26]=2)([CH3:23])[CH3:24])(=[O:20])=[O:21])[CH:13]=[C:12]([F:11])[CH:17]=1. (2) Given the reactants Br[C:2]1[CH:3]=[C:4]([C:14]2[C:15]([O:25][C:26]([CH3:29])([CH3:28])[CH3:27])=[N:16][C:17]([O:20][C:21]([CH3:24])([CH3:23])[CH3:22])=[N:18][CH:19]=2)[CH:5]=[C:6]([C:10]([CH3:13])([CH3:12])[CH3:11])[C:7]=1[O:8][CH3:9].[CH3:30][S:31]([NH:34][C:35]1[CH:45]=[CH:44][C:38](/[CH:39]=[CH:40]/B(O)O)=[CH:37][CH:36]=1)(=[O:33])=[O:32], predict the reaction product. The product is: [C:10]([C:6]1[C:7]([O:8][CH3:9])=[C:2]([CH:3]=[C:4]([C:14]2[C:15]([O:25][C:26]([CH3:29])([CH3:27])[CH3:28])=[N:16][C:17]([O:20][C:21]([CH3:22])([CH3:23])[CH3:24])=[N:18][CH:19]=2)[CH:5]=1)/[CH:40]=[CH:39]/[C:38]1[CH:37]=[CH:36][C:35]([NH:34][S:31]([CH3:30])(=[O:32])=[O:33])=[CH:45][CH:44]=1)([CH3:12])([CH3:13])[CH3:11]. (3) Given the reactants [CH3:1][C:2]1[CH:7]=[C:6]([CH3:8])[NH:5][C:4](=[O:9])[C:3]=1[CH2:10][NH:11][C:12]([C:14]1[C:15]2[CH:26]=[N:25][N:24]([CH:27]([CH3:29])[CH3:28])[C:16]=2[N:17]=[C:18]([NH:20]CC=C)[CH:19]=1)=[O:13].CS(O)(=O)=O, predict the reaction product. The product is: [NH2:20][C:18]1[CH:19]=[C:14]([C:12]([NH:11][CH2:10][C:3]2[C:4](=[O:9])[NH:5][C:6]([CH3:8])=[CH:7][C:2]=2[CH3:1])=[O:13])[C:15]2[CH:26]=[N:25][N:24]([CH:27]([CH3:29])[CH3:28])[C:16]=2[N:17]=1. (4) Given the reactants [Cl:1][C:2]1[CH:3]=[C:4]2[C:8](=[CH:9][CH:10]=1)[N:7]([S:11]([C:14]1[CH:19]=[CH:18][C:17]([O:20][CH3:21])=[C:16]([N:22]3[CH2:27][CH2:26][NH:25][CH2:24][CH2:23]3)[CH:15]=1)(=[O:13])=[O:12])[CH:6]=[C:5]2[CH:28]([F:30])[F:29].[C:31]([BH3-])#N.[Na+].C=O, predict the reaction product. The product is: [Cl:1][C:2]1[CH:3]=[C:4]2[C:8](=[CH:9][CH:10]=1)[N:7]([S:11]([C:14]1[CH:19]=[CH:18][C:17]([O:20][CH3:21])=[C:16]([N:22]3[CH2:23][CH2:24][N:25]([CH3:31])[CH2:26][CH2:27]3)[CH:15]=1)(=[O:13])=[O:12])[CH:6]=[C:5]2[CH:28]([F:29])[F:30]. (5) Given the reactants [F:1][C:2]1[CH:34]=[CH:33][C:5]([CH2:6][O:7][C:8]2[CH:13]=[CH:12][C:11]([CH:14]([C:18]3[CH:23]=[CH:22][C:21]([O:24][CH2:25][C:26]4[CH:31]=[CH:30][C:29]([F:32])=[CH:28][CH:27]=4)=[CH:20][CH:19]=3)[C:15](O)=[O:16])=[CH:10][CH:9]=2)=[CH:4][CH:3]=1.C(N1C=CN=C1)(N1C=CN=C1)=O.N1C=CN=C1.[H-].[Na+].[NH2:54][C:55]1[S:56][S:57][C:58](=[S:60])[N:59]=1.O.[Cl-].[NH4+], predict the reaction product. The product is: [F:1][C:2]1[CH:34]=[CH:33][C:5]([CH2:6][O:7][C:8]2[CH:13]=[CH:12][C:11]([CH:14]([C:18]3[CH:23]=[CH:22][C:21]([O:24][CH2:25][C:26]4[CH:31]=[CH:30][C:29]([F:32])=[CH:28][CH:27]=4)=[CH:20][CH:19]=3)[C:15]([NH:54][C:55]3[S:56][S:57][C:58](=[S:60])[N:59]=3)=[O:16])=[CH:10][CH:9]=2)=[CH:4][CH:3]=1.